This data is from Catalyst prediction with 721,799 reactions and 888 catalyst types from USPTO. The task is: Predict which catalyst facilitates the given reaction. Reactant: [O:1]1[CH2:5][CH2:4][C@H:3]([OH:6])[CH2:2]1.[OH-].[Na+].Cl[C:10]1[C:15]([N+:16]([O-:18])=[O:17])=[CH:14][CH:13]=[C:12]([Cl:19])[N:11]=1. Product: [Cl:19][C:12]1[N:11]=[C:10]([O:6][C@H:3]2[CH2:4][CH2:5][O:1][CH2:2]2)[C:15]([N+:16]([O-:18])=[O:17])=[CH:14][CH:13]=1. The catalyst class is: 1.